From a dataset of Reaction yield outcomes from USPTO patents with 853,638 reactions. Predict the reaction yield, written as a fraction of the theoretical maximum amount of product (1.0 means a 100% yield; for example, 0.34 means a 34% yield). (1) The reactants are [C:1]([C:4]1[C:12]2[NH:11][CH:10]=[CH:9][C:8]=2[C:7]([C:13]([O:15]C(C)(C)C)=[O:14])=[CH:6][CH:5]=1)(=[O:3])[NH2:2].FC(F)(F)C(O)=O. The catalyst is ClCCl. The product is [NH2:2][C:1]([C:4]1[C:12]2[NH:11][CH:10]=[CH:9][C:8]=2[C:7]([C:13]([OH:15])=[O:14])=[CH:6][CH:5]=1)=[O:3]. The yield is 0.890. (2) The reactants are [NH2:1][C:2]1([CH2:9][C:10]([O:12][CH2:13][CH3:14])=[O:11])[CH2:7][CH2:6][N:5]([CH3:8])[CH2:4][CH2:3]1.CCN(CC)CC.[N:22]([C:25]1[CH:30]=[CH:29][C:28]([CH2:31][CH2:32][CH2:33][CH2:34][CH2:35][CH2:36][CH2:37][CH3:38])=[CH:27][CH:26]=1)=[C:23]=[O:24]. The catalyst is C(Cl)Cl. The product is [CH3:8][N:5]1[CH2:4][CH2:3][C:2]([CH2:9][C:10]([O:12][CH2:13][CH3:14])=[O:11])([NH:1][C:23]([NH:22][C:25]2[CH:30]=[CH:29][C:28]([CH2:31][CH2:32][CH2:33][CH2:34][CH2:35][CH2:36][CH2:37][CH3:38])=[CH:27][CH:26]=2)=[O:24])[CH2:7][CH2:6]1. The yield is 0.710. (3) The reactants are [CH2:1]([C:8]1[CH:9]=[N:10][C:11](Cl)=[N:12][CH:13]=1)[C:2]1[CH:7]=[CH:6][CH:5]=[CH:4][CH:3]=1.[C@@H:15]12[NH:22][C@@H:19]([CH2:20][CH2:21]1)[CH2:18][N:17]([C:23]([O:25][C:26]([CH3:29])([CH3:28])[CH3:27])=[O:24])[CH2:16]2.C(N(CC)CC)C. The catalyst is CC(O)C. The product is [CH2:1]([C:8]1[CH:9]=[N:10][C:11]([N:22]2[C@H:15]3[CH2:21][CH2:20][C@@H:19]2[CH2:18][N:17]([C:23]([O:25][C:26]([CH3:29])([CH3:28])[CH3:27])=[O:24])[CH2:16]3)=[N:12][CH:13]=1)[C:2]1[CH:7]=[CH:6][CH:5]=[CH:4][CH:3]=1. The yield is 0.790. (4) The reactants are Br[C:2]1[CH:7]=[CH:6][C:5]2[C:8]3[CH2:14][CH2:13][N:12]([C:15]([O:17][C:18]([CH3:21])([CH3:20])[CH3:19])=[O:16])[CH2:11][CH2:10][C:9]=3[S:22][C:4]=2[CH:3]=1.[Cl:23][C:24]1[CH:25]=[CH:26][C:27]([CH2:30][O:31][C:32]2[CH:37]=[CH:36][NH:35][C:34](=[O:38])[CH:33]=2)=[N:28][CH:29]=1. No catalyst specified. The product is [Cl:23][C:24]1[CH:25]=[CH:26][C:27]([CH2:30][O:31][C:32]2[CH:37]=[CH:36][N:35]([C:2]3[CH:7]=[CH:6][C:5]4[C:8]5[CH2:14][CH2:13][N:12]([C:15]([O:17][C:18]([CH3:21])([CH3:20])[CH3:19])=[O:16])[CH2:11][CH2:10][C:9]=5[S:22][C:4]=4[CH:3]=3)[C:34](=[O:38])[CH:33]=2)=[N:28][CH:29]=1. The yield is 0.780. (5) The reactants are [CH2:1]([N:8]1[CH2:13][CH2:12][C:11]2([O:18][C:17]3[CH:19]=[CH:20][CH:21]=[CH:22][C:16]=3[N:15]3[C:23]([CH2:26][OH:27])=[CH:24][CH:25]=[C:14]23)[CH2:10][CH2:9]1)[C:2]1[CH:7]=[CH:6][CH:5]=[CH:4][CH:3]=1.C(N(CC)CC)C.[C:35](OC(=O)C)(=[O:37])[CH3:36]. The catalyst is CN(C)C1C=CN=CC=1.C1COCC1. The product is [C:35]([O:27][CH2:26][C:23]1[N:15]2[C:16]3[CH:22]=[CH:21][CH:20]=[CH:19][C:17]=3[O:18][C:11]3([CH2:12][CH2:13][N:8]([CH2:1][C:2]4[CH:7]=[CH:6][CH:5]=[CH:4][CH:3]=4)[CH2:9][CH2:10]3)[C:14]2=[CH:25][CH:24]=1)(=[O:37])[CH3:36]. The yield is 0.610. (6) The reactants are [CH2:1]([O:8][C:9]1[CH:14]=[CH:13][C:12]([Br:15])=[CH:11][C:10]=1[CH:16]([C:20]1[CH:25]=[CH:24][CH:23]=[CH:22][CH:21]=1)[CH2:17][CH2:18][OH:19])[C:2]1[CH:7]=[CH:6][CH:5]=[CH:4][CH:3]=1.N1C=CC=CC=1.[C:32]1([CH3:42])[CH:37]=[CH:36][C:35]([S:38](Cl)(=[O:40])=[O:39])=[CH:34][CH:33]=1. The catalyst is ClCCl. The product is [CH2:1]([O:8][C:9]1[CH:14]=[CH:13][C:12]([Br:15])=[CH:11][C:10]=1[CH:16]([C:20]1[CH:25]=[CH:24][CH:23]=[CH:22][CH:21]=1)[CH2:17][CH2:18][O:19][S:38]([C:35]1[CH:36]=[CH:37][C:32]([CH3:42])=[CH:33][CH:34]=1)(=[O:40])=[O:39])[C:2]1[CH:3]=[CH:4][CH:5]=[CH:6][CH:7]=1. The yield is 0.936. (7) The reactants are [Br:1][C:2]1[CH:18]=[CH:17][C:5]([CH2:6][NH:7][C:8](=[NH:16])[CH:9](OCC)OCC)=[CH:4][CH:3]=1.[OH-].[Na+]. The catalyst is S(=O)(=O)(O)O. The product is [Br:1][C:2]1[CH:18]=[C:17]2[C:5](=[CH:4][CH:3]=1)[CH:6]=[N:7][C:8]([NH2:16])=[CH:9]2. The yield is 0.400.